Dataset: Forward reaction prediction with 1.9M reactions from USPTO patents (1976-2016). Task: Predict the product of the given reaction. (1) Given the reactants Br[C:2]1[C:10]2[N:9]3[CH2:11][CH2:12][CH2:13][NH:14][C:15](=[O:16])[C:8]3=[C:7]([CH3:17])[C:6]=2[CH:5]=[C:4]([Cl:18])[CH:3]=1.[CH3:19]B1OB(C)OB(C)O1, predict the reaction product. The product is: [Cl:18][C:4]1[CH:3]=[C:2]([CH3:19])[C:10]2[N:9]3[CH2:11][CH2:12][CH2:13][NH:14][C:15](=[O:16])[C:8]3=[C:7]([CH3:17])[C:6]=2[CH:5]=1. (2) Given the reactants [CH:1]([N:4]([CH:7]([CH3:9])[CH3:8])[CH2:5][CH3:6])([CH3:3])[CH3:2].C(Cl)(Cl)=O.[C:14](=[O:17])(O)[O-:15].[Na+], predict the reaction product. The product is: [CH:1]([N:4]([CH:7]([CH3:9])[CH3:8])[CH2:5][CH3:6])([CH3:3])[CH3:2].[C:14](=[O:17])([O-:15])[NH2:4]. (3) Given the reactants [Cl:1][C:2]1[N:3]=[C:4](Cl)[C:5]2[N:10]=[CH:9][S:8][C:6]=2[N:7]=1.[CH3:12][O:13][C:14]1[CH:15]=[C:16]([NH2:26])[CH:17]=[C:18]([N:20]2[CH2:24][CH2:23][CH2:22][C@@H:21]2[CH3:25])[CH:19]=1.CCN(C(C)C)C(C)C, predict the reaction product. The product is: [Cl:1][C:2]1[N:3]=[C:4]([NH:26][C:16]2[CH:17]=[C:18]([N:20]3[CH2:24][CH2:23][CH2:22][C@@H:21]3[CH3:25])[CH:19]=[C:14]([O:13][CH3:12])[CH:15]=2)[C:5]2[N:10]=[CH:9][S:8][C:6]=2[N:7]=1. (4) Given the reactants [N+:1]([C:4]1[CH:9]=[CH:8][C:7]([S:10]([NH:13][C:14]2[CH:19]=[CH:18][CH:17]=[CH:16][C:15]=2[O:20][C:21]([F:24])([F:23])[F:22])(=[O:12])=[O:11])=[CH:6][CH:5]=1)([O-])=O.[Sn](Cl)Cl, predict the reaction product. The product is: [NH2:1][C:4]1[CH:5]=[CH:6][C:7]([S:10]([NH:13][C:14]2[CH:19]=[CH:18][CH:17]=[CH:16][C:15]=2[O:20][C:21]([F:24])([F:22])[F:23])(=[O:11])=[O:12])=[CH:8][CH:9]=1.